From a dataset of Catalyst prediction with 721,799 reactions and 888 catalyst types from USPTO. Predict which catalyst facilitates the given reaction. (1) Reactant: [Br:1][C:2]1[NH:3][C:4]2[C:9]([N:10]=1)=[C:8]([NH2:11])[N:7]=[CH:6][N:5]=2.C([O-])([O-])=O.[Cs+].[Cs+].Cl[CH2:19][CH2:20][CH2:21][C:22]#[CH:23]. Product: [Br:1][C:2]1[N:3]([CH2:23][CH2:22][CH2:21][C:20]#[CH:19])[C:4]2[C:9]([N:10]=1)=[C:8]([NH2:11])[N:7]=[CH:6][N:5]=2. The catalyst class is: 3. (2) Product: [CH3:10][C:9]([CH3:12])([CH3:11])[CH2:8][CH2:7][N:6]1[C:24](=[O:25])[C@@H:23]([CH2:27][C:28]([OH:30])=[O:29])[S:22][CH:5]1[C:4]1[CH:13]=[CH:14][CH:15]=[C:2]([F:1])[C:3]=1[N:16]1[CH2:20][CH2:19][C@H:18]([F:21])[CH2:17]1. The catalyst class is: 11. Reactant: [F:1][C:2]1[C:3]([N:16]2[CH2:20][CH2:19][CH:18]([F:21])[CH2:17]2)=[C:4]([CH:13]=[CH:14][CH:15]=1)[CH:5]=[N:6][CH2:7][CH2:8][C:9]([CH3:12])([CH3:11])[CH3:10].[SH:22][C@@H:23]([CH2:27][C:28]([OH:30])=[O:29])[C:24](O)=[O:25]. (3) Product: [CH2:20]([O:19][C:17](=[O:18])[CH2:16][C:15]([C:12]1[CH:13]=[CH:14][C:9]([C:6]2[CH:5]=[CH:4][C:3]([C:1]([OH:31])=[O:2])=[CH:8][CH:7]=2)=[C:10]([O:24][CH2:25][CH2:26][CH2:27][O:28][CH3:29])[CH:11]=1)([CH3:23])[CH3:22])[CH3:21]. Reactant: [CH:1]([C:3]1[CH:8]=[CH:7][C:6]([C:9]2[CH:14]=[CH:13][C:12]([C:15]([CH3:23])([CH3:22])[CH2:16][C:17]([O:19][CH2:20][CH3:21])=[O:18])=[CH:11][C:10]=2[O:24][CH2:25][CH2:26][CH2:27][O:28][CH3:29])=[CH:5][CH:4]=1)=[O:2].[Mn]([O-])(=O)(=O)=[O:31].[K+].O. The catalyst class is: 21. (4) Reactant: [BH4-].[Na+].[O:3]=[C:4]1[CH2:10][CH2:9][CH2:8][N:7]([C:11]([O:13][CH2:14][CH3:15])=[O:12])[CH2:6][CH2:5]1. Product: [OH:3][CH:4]1[CH2:10][CH2:9][CH2:8][N:7]([C:11]([O:13][CH2:14][CH3:15])=[O:12])[CH2:6][CH2:5]1. The catalyst class is: 5. (5) Reactant: [CH:1]1([NH2:4])[CH2:3][CH2:2]1.[O:5]=[C:6]1[C:15]2[C:10](=[CH:11][CH:12]=[C:13]([C:16]([F:19])([F:18])[F:17])[CH:14]=2)[CH2:9][CH2:8][N:7]1[C:20]1[CH:27]=[N:26][CH:25]=[CH:24][C:21]=1[CH:22]=O.CO.C([O-])(O)=O.[Na+]. Product: [CH:1]1([NH:4][CH2:22][C:21]2[CH:24]=[CH:25][N:26]=[CH:27][C:20]=2[N:7]2[CH2:8][CH2:9][C:10]3[C:15](=[CH:14][C:13]([C:16]([F:19])([F:18])[F:17])=[CH:12][CH:11]=3)[C:6]2=[O:5])[CH2:3][CH2:2]1. The catalyst class is: 671.